Dataset: Full USPTO retrosynthesis dataset with 1.9M reactions from patents (1976-2016). Task: Predict the reactants needed to synthesize the given product. (1) Given the product [CH2:1]([N:5]1[CH2:18][CH2:17][C:8]2[N:9]([CH2:27][CH2:26][C:23]3[CH:22]=[N:21][C:20]([CH3:19])=[CH:25][CH:24]=3)[C:10]3[CH:11]=[CH:12][C:13]([CH3:16])=[CH:14][C:15]=3[C:7]=2[CH2:6]1)[CH2:2][CH2:3][CH3:4], predict the reactants needed to synthesize it. The reactants are: [CH2:1]([N:5]1[CH2:18][CH2:17][C:8]2[NH:9][C:10]3[CH:11]=[CH:12][C:13]([CH3:16])=[CH:14][C:15]=3[C:7]=2[CH2:6]1)[CH2:2][CH2:3][CH3:4].[CH3:19][C:20]1[CH:25]=[CH:24][C:23]([CH:26]=[CH2:27])=[CH:22][N:21]=1.[OH-].[K+]. (2) Given the product [CH2:1]([O:3][C:4]([C@H:6]1[CH2:8][C@@H:7]1[C:9]1[CH:10]=[CH:11][C:12]([O:15][C@H:16]2[C:24]3[C:19](=[C:20]([O:26][C:28]4[CH:35]=[CH:34][C:31]([C:32]#[N:33])=[CH:30][CH:29]=4)[CH:21]=[CH:22][C:23]=3[F:25])[CH2:18][CH2:17]2)=[CH:13][CH:14]=1)=[O:5])[CH3:2], predict the reactants needed to synthesize it. The reactants are: [CH2:1]([O:3][C:4]([C@H:6]1[CH2:8][C@@H:7]1[C:9]1[CH:14]=[CH:13][C:12]([O:15][C@H:16]2[C:24]3[C:19](=[C:20]([OH:26])[CH:21]=[CH:22][C:23]=3[F:25])[CH2:18][CH2:17]2)=[CH:11][CH:10]=1)=[O:5])[CH3:2].F[C:28]1[CH:35]=[CH:34][C:31]([C:32]#[N:33])=[CH:30][CH:29]=1.C(=O)([O-])[O-].[Cs+].[Cs+]. (3) The reactants are: Cl.[F:2][C:3]([F:35])([F:34])[C:4]1[CH:5]=[C:6]([C@@H:14]([N:16]([CH3:33])[C:17]([C@H:19]2[CH2:24][CH2:23][NH:22][CH2:21][C@@H:20]2[C:25]2[CH:30]=[CH:29][C:28]([F:31])=[CH:27][C:26]=2[CH3:32])=[O:18])[CH3:15])[CH:7]=[C:8]([C:10]([F:13])([F:12])[F:11])[CH:9]=1.[N:36]1[CH:41]=[C:40]([C:42](O)=[O:43])[CH:39]=[N:38][CH:37]=1.CCN=C=NCCCN(C)C.Cl.C1C=CC2N(O)N=NC=2C=1. Given the product [F:35][C:3]([F:2])([F:34])[C:4]1[CH:5]=[C:6]([C@@H:14]([N:16]([CH3:33])[C:17]([C@H:19]2[CH2:24][CH2:23][N:22]([C:42]([C:40]3[CH:41]=[N:36][CH:37]=[N:38][CH:39]=3)=[O:43])[CH2:21][C@@H:20]2[C:25]2[CH:30]=[CH:29][C:28]([F:31])=[CH:27][C:26]=2[CH3:32])=[O:18])[CH3:15])[CH:7]=[C:8]([C:10]([F:12])([F:13])[F:11])[CH:9]=1, predict the reactants needed to synthesize it. (4) Given the product [CH:31]1[C:30]([C:18]2[O:19][C:20]3[C:25](=[C:24]([OH:28])[CH:23]=[C:22]([OH:29])[CH:21]=3)[C:26](=[O:27])[C:17]=2[O:16][C@@H:14]2[O:15][C@H:10]([CH2:9][OH:8])[C@@H:11]([OH:40])[C@H:12]([OH:39])[C@H:13]2[OH:38])=[CH:35][C:34]([OH:36])=[C:33]([OH:37])[CH:32]=1, predict the reactants needed to synthesize it. The reactants are: C[C@@H]1O[C@@H]([O:8][CH2:9][C@H:10]2[O:15][C@@H:14]([O:16][C:17]3[C:26](=[O:27])[C:25]4[C:24]([OH:28])=[CH:23][C:22]([OH:29])=[CH:21][C:20]=4[O:19][C:18]=3[C:30]3[CH:31]=[CH:32][C:33]([OH:37])=[C:34]([OH:36])[CH:35]=3)[C@H:13]([OH:38])[C@@H:12]([OH:39])[C@@H:11]2[OH:40])[C@H](O)[C@H](O)[C@H]1O. (5) Given the product [I-:19].[CH3:1][O:2][C:3]1[CH:4]=[C:5]([CH3:18])[C:6]([C:10]2[C:15]([CH3:16])=[CH:14][N+:13]([CH3:20])=[CH:12][C:11]=2[CH3:17])=[C:7]([CH3:9])[CH:8]=1, predict the reactants needed to synthesize it. The reactants are: [CH3:1][O:2][C:3]1[CH:8]=[C:7]([CH3:9])[C:6]([C:10]2[C:15]([CH3:16])=[CH:14][N:13]=[CH:12][C:11]=2[CH3:17])=[C:5]([CH3:18])[CH:4]=1.[I:19][CH3:20]. (6) Given the product [NH2:21][C:19]1[N:20]=[C:15]([C:8]2[CH:9]=[CH:10][C:5]([NH:4][C:1](=[O:3])[CH3:2])=[CH:6][CH:7]=2)[CH:16]=[C:17]([NH:22][CH3:23])[N:18]=1, predict the reactants needed to synthesize it. The reactants are: [C:1]([NH:4][C:5]1[CH:10]=[CH:9][C:8](B(O)O)=[CH:7][CH:6]=1)(=[O:3])[CH3:2].Cl[C:15]1[N:20]=[C:19]([NH2:21])[N:18]=[C:17]([NH:22][CH3:23])[CH:16]=1. (7) Given the product [CH2:16]1[C@@H:15]([C:14]2[CH:9]=[CH:10][C:11]([F:32])=[CH:12][CH:13]=2)[C@H:20]([CH2:21][O:22][C:23]2[CH:24]=[CH:25][C:26]3[O:31][CH2:30][O:29][C:27]=3[CH:28]=2)[CH2:19][NH:18][CH2:17]1.[CH:2](/[C:1]([OH:8])=[O:7])=[CH:3]/[C:4]([OH:6])=[O:5], predict the reactants needed to synthesize it. The reactants are: [C:1]([OH:8])(=[O:7])/[CH:2]=[CH:3]\[C:4]([OH:6])=[O:5].[CH:9]1[C:14]([C@H:15]2[C@H:20]([CH2:21][O:22][C:23]3[CH:24]=[CH:25][C:26]4[O:31][CH2:30][O:29][C:27]=4[CH:28]=3)[CH2:19][NH:18][CH2:17][CH2:16]2)=[CH:13][CH:12]=[C:11]([F:32])[CH:10]=1. (8) Given the product [NH2:14][C:13]1[CH:15]=[CH:16][C:10]([C:11]2[N:5]([CH:6]3[CH2:8][CH2:7]3)[C:3]3[C:4]([C:12]=2[C:13]#[N:14])=[CH:10][CH:16]=[C:15]([O:20][CH3:17])[CH:2]=3)=[CH:11][CH:12]=1, predict the reactants needed to synthesize it. The reactants are: [Li+].[CH3:2][CH:3]([N-:5][CH:6]([CH3:8])[CH3:7])[CH3:4].I[C:10]1[CH:16]=[CH:15][C:13]([NH2:14])=[CH:12][CH:11]=1.[C:17]([O-:20])([O-])=O.[K+].[K+]. (9) Given the product [Br:15][CH2:16][C:4]([C:6]1[N:7]([CH:12]([CH3:14])[CH3:13])[N:8]=[C:9]([CH3:11])[N:10]=1)=[O:3], predict the reactants needed to synthesize it. The reactants are: C([O:3][C:4]([C:6]1[N:7]([CH:12]([CH3:14])[CH3:13])[N:8]=[C:9]([CH3:11])[N:10]=1)=O)C.[Br:15][CH2:16]Br.C[Li].C(O)(=O)C. (10) The reactants are: Cl.[NH2:2][CH2:3][C:4]1[CH:5]=[C:6]2[C:10](=[CH:11][CH:12]=1)[C:9](=[O:13])[N:8]([CH:14]1[CH2:19][CH2:18][C:17](=[O:20])[NH:16][C:15]1=[O:21])[C:7]2=[O:22].[N:23]1[C:32]2[C:27](=[CH:28][CH:29]=[CH:30][CH:31]=2)[CH:26]=[CH:25][C:24]=1[C:33](Cl)=[O:34].CCN(C(C)C)C(C)C. Given the product [O:21]=[C:15]1[CH:14]([N:8]2[C:7](=[O:22])[C:6]3[C:10](=[CH:11][CH:12]=[C:4]([CH2:3][NH:2][C:33]([C:24]4[CH:25]=[CH:26][C:27]5[C:32](=[CH:31][CH:30]=[CH:29][CH:28]=5)[N:23]=4)=[O:34])[CH:5]=3)[C:9]2=[O:13])[CH2:19][CH2:18][C:17](=[O:20])[NH:16]1, predict the reactants needed to synthesize it.